Regression. Given a peptide amino acid sequence and an MHC pseudo amino acid sequence, predict their binding affinity value. This is MHC class II binding data. From a dataset of Peptide-MHC class II binding affinity with 134,281 pairs from IEDB. (1) The peptide sequence is RGLLRRARGGPHHRR. The MHC is DRB1_0301 with pseudo-sequence DRB1_0301. The binding affinity (normalized) is 0.207. (2) The peptide sequence is TGGNSPVQEFTVPRT. The MHC is DRB1_0402 with pseudo-sequence DRB1_0402. The binding affinity (normalized) is 0. (3) The peptide sequence is AFKVGATAANAAPAN. The MHC is DRB1_0701 with pseudo-sequence DRB1_0701. The binding affinity (normalized) is 0.532. (4) The binding affinity (normalized) is 0. The peptide sequence is SSGKNEGTNIYNNNE. The MHC is HLA-DPA10103-DPB10401 with pseudo-sequence HLA-DPA10103-DPB10401. (5) The peptide sequence is GARRSGDVLWDIPTP. The MHC is DRB1_0404 with pseudo-sequence DRB1_0404. The binding affinity (normalized) is 0.405.